From a dataset of Forward reaction prediction with 1.9M reactions from USPTO patents (1976-2016). Predict the product of the given reaction. (1) Given the reactants CON(C)[C:4](=O)[C:5]1[CH:10]=[CH:9][C:8]([F:11])=[CH:7][C:6]=1[NH:12][CH2:13][CH2:14][CH3:15].[H-].[H-].[H-].[H-].[Li+].[Al+3].C1(P(=[CH:43][C:44]([O:46][CH3:47])=[O:45])(C2C=CC=CC=2)C2C=CC=CC=2)C=CC=CC=1, predict the reaction product. The product is: [CH3:47][O:46][C:44](=[O:45])[CH:43]=[CH:4][C:5]1[CH:10]=[CH:9][C:8]([F:11])=[CH:7][C:6]=1[NH:12][CH2:13][CH2:14][CH3:15]. (2) Given the reactants [CH2:1]([C:5]1([CH2:28][CH2:29][CH2:30][CH3:31])[NH:11][CH:10]([C:12]2[CH:17]=[CH:16][CH:15]=[CH:14][CH:13]=2)[C:9]2[CH:18]=[C:19]([O:24][CH3:25])[C:20]([CH2:22][OH:23])=[CH:21][C:8]=2[S:7](=[O:27])(=[O:26])[CH2:6]1)[CH2:2][CH2:3][CH3:4].CC(OI1(OC(C)=O)(OC(C)=O)OC(=O)C2C=CC=CC1=2)=O, predict the reaction product. The product is: [CH2:1]([C:5]1([CH2:28][CH2:29][CH2:30][CH3:31])[NH:11][CH:10]([C:12]2[CH:13]=[CH:14][CH:15]=[CH:16][CH:17]=2)[C:9]2[CH:18]=[C:19]([O:24][CH3:25])[C:20]([CH:22]=[O:23])=[CH:21][C:8]=2[S:7](=[O:26])(=[O:27])[CH2:6]1)[CH2:2][CH2:3][CH3:4]. (3) Given the reactants [CH3:1][O:2][C:3]1[C:10]([C:11]2[CH:16]=[CH:15][CH:14]=[CH:13][CH:12]=2)=[CH:9][CH:8]=[CH:7][C:4]=1[CH:5]=O.[ClH:17].Cl.[NH2:19][C:20]1[C:29]([NH2:30])=[C:28]2[C:23]([CH:24]=[C:25]([C:32]([OH:34])=[O:33])[CH:26]=[C:27]2[OH:31])=[CH:22][CH:21]=1.S(=O)(O)[O-].[Na+], predict the reaction product. The product is: [ClH:17].[C:11]1([C:10]2[C:3]([O:2][CH3:1])=[C:4]([C:5]3[NH:19][C:20]4[CH:21]=[CH:22][C:23]5[C:28](=[C:27]([OH:31])[CH:26]=[C:25]([C:32]([OH:34])=[O:33])[CH:24]=5)[C:29]=4[N:30]=3)[CH:7]=[CH:8][CH:9]=2)[CH:16]=[CH:15][CH:14]=[CH:13][CH:12]=1. (4) Given the reactants [CH:1]1[C:10]2[C:5](=[CH:6][CH:7]=[C:8]([C:11]3[C:12]4[C:17]([C:18](Br)=[C:19]5[C:24]=3[CH:23]=[CH:22][CH:21]=[CH:20]5)=[CH:16][CH:15]=[CH:14][CH:13]=4)[CH:9]=2)[CH:4]=[CH:3][C:2]=1[C:26]1[CH:35]=[CH:34][C:33]2[C:28](=[CH:29][CH:30]=[CH:31][CH:32]=2)[CH:27]=1.[CH:36]1[C:49]2[CH:48]=[C:47](B(O)O)[C:46]3[C:41](=[CH:42][CH:43]=[CH:44][CH:45]=3)[C:40]=2[CH:39]=[CH:38][CH:37]=1.P([O-])([O-])([O-])=O.[K+].[K+].[K+].C1(C)C=CC=CC=1, predict the reaction product. The product is: [CH:1]1[C:10]2[C:5](=[CH:6][CH:7]=[C:8]([C:11]3[C:12]4[C:17]([C:18]([C:48]5[C:49]6[C:40]([C:41]7[CH:42]=[CH:43][CH:44]=[CH:45][C:46]=7[CH:47]=5)=[CH:39][CH:38]=[CH:37][CH:36]=6)=[C:19]5[C:24]=3[CH:23]=[CH:22][CH:21]=[CH:20]5)=[CH:16][CH:15]=[CH:14][CH:13]=4)[CH:9]=2)[CH:4]=[CH:3][C:2]=1[C:26]1[CH:35]=[CH:34][C:33]2[C:28](=[CH:29][CH:30]=[CH:31][CH:32]=2)[CH:27]=1. (5) Given the reactants [C:1]([Si:5]([CH3:21])([CH3:20])[O:6][CH2:7][C:8]1[CH:13]=[CH:12][C:11]([C:14]#[C:15][Si](C)(C)C)=[CH:10][CH:9]=1)([CH3:4])([CH3:3])[CH3:2].[OH-].[K+].CO.C(O)(=O)C, predict the reaction product. The product is: [C:1]([Si:5]([O:6][CH2:7][C:8]1[CH:13]=[CH:12][C:11]([C:14]#[CH:15])=[CH:10][CH:9]=1)([CH3:21])[CH3:20])([CH3:4])([CH3:3])[CH3:2].